From a dataset of Catalyst prediction with 721,799 reactions and 888 catalyst types from USPTO. Predict which catalyst facilitates the given reaction. (1) Reactant: [OH-].[Li+].[C:3]([C:5]1[CH:6]=[C:7]([NH:12][C:13]2[N:22]=[CH:21][CH:20]=[CH:19][C:14]=2[C:15]([O:17]C)=[O:16])[CH:8]=[C:9]([F:11])[CH:10]=1)#[N:4]. Product: [C:3]([C:5]1[CH:6]=[C:7]([NH:12][C:13]2[N:22]=[CH:21][CH:20]=[CH:19][C:14]=2[C:15]([OH:17])=[O:16])[CH:8]=[C:9]([F:11])[CH:10]=1)#[N:4]. The catalyst class is: 20. (2) Reactant: [CH3:1][C:2]1[CH:3]=[CH:4][C:5]([C:21]([NH:23][C:24]2[CH:25]=[C:26]([C:36]([F:39])([F:38])[F:37])[CH:27]=[C:28]([N:30]3[CH:34]=[N:33][C:32]([CH3:35])=[CH:31]3)[CH:29]=2)=[O:22])=[CH:6][C:7]=1[NH:8][C:9]1[N:10]=[CH:11][CH:12]=[C:13]([C:15]2[CH:16]=[CH:17][CH:18]=[N:19][CH:20]=2)[N:14]=1.[ClH:40]. Product: [CH3:1][C:2]1[CH:3]=[CH:4][C:5]([C:21]([NH:23][C:24]2[CH:25]=[C:26]([C:36]([F:38])([F:39])[F:37])[CH:27]=[C:28]([N:30]3[CH:34]=[N:33][C:32]([CH3:35])=[CH:31]3)[CH:29]=2)=[O:22])=[CH:6][C:7]=1[NH:8][C:9]1[N:10]=[CH:11][CH:12]=[C:13]([C:15]2[CH:16]=[CH:17][CH:18]=[N:19][CH:20]=2)[N:14]=1.[ClH:40]. The catalyst class is: 8. (3) Reactant: [Cl:1][C:2]1[CH:3]=[C:4]([OH:15])[CH:5]=[N:6][C:7]=1[O:8][C@@H:9]([CH3:14])[C:10]([F:13])([F:12])[F:11].[Cl:16][C:17]1[C:18](F)=[CH:19][C:20]([F:33])=[C:21]([CH:32]=1)[C:22]([O:24][C:25]1[CH:30]=[CH:29][C:28]([CH3:31])=[CH:27][CH:26]=1)=[O:23].C([O-])([O-])=O.[K+].[K+]. Product: [Cl:16][C:17]1[C:18]([O:15][C:4]2[CH:5]=[N:6][C:7]([O:8][C@@H:9]([CH3:14])[C:10]([F:11])([F:12])[F:13])=[C:2]([Cl:1])[CH:3]=2)=[CH:19][C:20]([F:33])=[C:21]([CH:32]=1)[C:22]([O:24][C:25]1[CH:30]=[CH:29][C:28]([CH3:31])=[CH:27][CH:26]=1)=[O:23]. The catalyst class is: 16. (4) Reactant: [OH-:1].[K+].[CH3:3][O:4][C:5]1[N:10]=C(C(=O)C)C=[N:7][CH:6]=1.[C:14]([OH:17])(=O)C.[C:18](O)(=[O:20])C.I[C:23]1[CH:28]=[CH:27][CH:26]=CC=1. Product: [CH3:18][O:20][C:28]([O:17][CH3:14])([C:27]1[CH:26]=[N:7][CH:6]=[C:5]([O:4][CH3:3])[N:10]=1)[CH2:23][OH:1]. The catalyst class is: 5. (5) Reactant: [Cl:1][C:2]1[CH:3]=[C:4]([C:10]2[C:11]([CH3:26])=[N:12][N:13]([CH2:16][C:17]3[CH:25]=[CH:24][C:20](C(O)=O)=[CH:19][CH:18]=3)[C:14]=2[CH3:15])[CH:5]=[CH:6][C:7]=1[C:8]#[N:9].C([N:29]([CH2:32]C)CC)C.C1(P(N=[N+]=[N-])(C2C=CC=CC=2)=[O:41])C=CC=CC=1.[Cl-].[NH4+].[C:53]([OH:57])([CH3:56])([CH3:55])[CH3:54]. Product: [Cl:1][C:2]1[CH:3]=[C:4]([C:10]2[C:11]([CH3:26])=[N:12][N:13]([CH2:16][C:17]3[CH:25]=[CH:24][C:20]([NH:29][C:32](=[O:41])[O:57][C:53]([CH3:56])([CH3:55])[CH3:54])=[CH:19][CH:18]=3)[C:14]=2[CH3:15])[CH:5]=[CH:6][C:7]=1[C:8]#[N:9]. The catalyst class is: 11.